From a dataset of Catalyst prediction with 721,799 reactions and 888 catalyst types from USPTO. Predict which catalyst facilitates the given reaction. (1) Reactant: C(C(O)=O)/C=C/CC(O)=O.[C:11](Cl)(=O)[C:12]([Cl:14])=[O:13].[C:19]1([CH2:23][C:24]([Cl:26])=[O:25])[CH:18]=CC=[C:19]([CH2:23][C:24]([Cl:26])=[O:25])[CH:18]=1.C1(CC(O)=O)C=CC=C(CC(O)=O)C=1. Product: [C:24]([Cl:26])(=[O:25])[CH2:23]/[CH:19]=[CH:18]/[CH2:11][C:12]([Cl:14])=[O:13]. The catalyst class is: 120. (2) Reactant: C(OC([NH:11][CH:12]1[N:18]=[C:17]([C:19]2[CH:24]=[CH:23][CH:22]=[CH:21][CH:20]=2)[C:16]2[CH:25]=[CH:26][CH:27]=[CH:28][C:15]=2[N:14]([CH2:29][C:30](=[O:37])[C:31]2[CH:36]=[CH:35][CH:34]=[CH:33][CH:32]=2)[C:13]1=[O:38])=O)C1C=CC=CC=1. Product: [NH2:11][CH:12]1[N:18]=[C:17]([C:19]2[CH:24]=[CH:23][CH:22]=[CH:21][CH:20]=2)[C:16]2[CH:25]=[CH:26][CH:27]=[CH:28][C:15]=2[N:14]([CH2:29][C:30](=[O:37])[C:31]2[CH:32]=[CH:33][CH:34]=[CH:35][CH:36]=2)[C:13]1=[O:38]. The catalyst class is: 2. (3) Product: [CH:11]1([N:8]2[C:6]3=[N:7][C:2]([F:1])=[CH:3][CH:4]=[C:5]3[CH:10]=[CH:9]2)[CH2:13][CH2:12]1. The catalyst class is: 34. Reactant: [F:1][C:2]1[N:7]=[C:6]2[NH:8][CH:9]=[CH:10][C:5]2=[CH:4][CH:3]=1.[CH:11]1(B(O)O)[CH2:13][CH2:12]1.C(=O)([O-])[O-].[Na+].[Na+].N1C=CC=CC=1C1C=CC=CN=1.[NH4+].[Cl-]. (4) Reactant: [C:1](Cl)(=[O:5])[C:2](Cl)=[O:3].[Cl:7][C:8]1[CH:13]=[CH:12][C:11]([C:14]2[NH:15][C:16]3[C:21]([CH:22]=2)=[CH:20][CH:19]=[CH:18][CH:17]=3)=[CH:10][C:9]=1[S:23]([NH:26][CH:27]1[CH2:32][CH2:31][CH2:30][CH2:29][CH2:28]1)(=[O:25])=[O:24].[CH3:33][OH:34]. Product: [CH3:33][O:34][C:1](=[O:5])[C:2]([C:22]1[C:21]2[C:16](=[CH:17][CH:18]=[CH:19][CH:20]=2)[NH:15][C:14]=1[C:11]1[CH:12]=[CH:13][C:8]([Cl:7])=[C:9]([S:23](=[O:25])(=[O:24])[NH:26][CH:27]2[CH2:32][CH2:31][CH2:30][CH2:29][CH2:28]2)[CH:10]=1)=[O:3]. The catalyst class is: 4. (5) Product: [CH2:1]([C:8]1[S:12][N:11]=[C:10]([C:13]([OH:15])=[O:14])[CH:9]=1)[C:2]1[CH:7]=[CH:6][CH:5]=[CH:4][CH:3]=1. The catalyst class is: 6. Reactant: [CH2:1]([C:8]1[S:12][N:11]=[C:10]([C:13]([O:15]CC)=[O:14])[CH:9]=1)[C:2]1[CH:7]=[CH:6][CH:5]=[CH:4][CH:3]=1.C(O)C.[OH-].[K+].Cl. (6) Reactant: [C:1]([Mg]Br)#[CH:2].[CH3:5][C:6]1[O:10][N:9]=[C:8]([C:11](=[O:13])[CH3:12])[CH:7]=1. Product: [CH3:5][C:6]1[O:10][N:9]=[C:8]([C:11]([OH:13])([C:1]#[CH:2])[CH3:12])[CH:7]=1. The catalyst class is: 7. (7) Reactant: COC1C=CC(C(C2C=CC(OC)=CC=2)[O:10][CH:11](C2C=CC=CC=2)[CH:12]2[O:16][CH:15]([N:17]3[CH:22]=[CH:21][C:20](=[O:23])[NH:19][C:18]3=[O:24])[CH:14]([O:25][C:26](=[O:28])[CH3:27])[CH:13]2[O:29][Si:30]([C:43]([CH3:46])([CH3:45])[CH3:44])([C:37]2[CH:42]=[CH:41][CH:40]=[CH:39][CH:38]=2)[C:31]2[CH:36]=[CH:35][CH:34]=[CH:33][CH:32]=2)=CC=1. Product: [C:43]([Si:30]([C:37]1[CH:42]=[CH:41][CH:40]=[CH:39][CH:38]=1)([C:31]1[CH:32]=[CH:33][CH:34]=[CH:35][CH:36]=1)[O:29][CH:13]1[CH:12]([CH2:11][OH:10])[O:16][CH:15]([N:17]2[CH:22]=[CH:21][C:20](=[O:23])[NH:19][C:18]2=[O:24])[CH:14]1[O:25][C:26](=[O:28])[CH3:27])([CH3:44])([CH3:45])[CH3:46]. The catalyst class is: 15. (8) Reactant: [N:1]1([C:12]([O:14][C:15]([CH3:18])([CH3:17])[CH3:16])=[O:13])[CH2:6][CH2:5][CH:4]([C:7]([O:9][CH2:10][CH3:11])=[O:8])[CH2:3][CH2:2]1.[Li+].CC([N-]C(C)C)C.[CH3:27][O:28][CH2:29]Cl.C(OCC)(=O)C. Product: [CH3:27][O:28][CH2:29][C:4]1([C:7]([O:9][CH2:10][CH3:11])=[O:8])[CH2:3][CH2:2][N:1]([C:12]([O:14][C:15]([CH3:17])([CH3:16])[CH3:18])=[O:13])[CH2:6][CH2:5]1. The catalyst class is: 1. (9) Reactant: [F:1][C:2]1[C:11]([CH3:12])=[CH:10][C:5]([C:6]([O:8][CH3:9])=[O:7])=[CH:4][C:3]=1[O:13][CH3:14].[F:15][B-](F)(F)F.ClC[N+]12CC[N+](F)(CC1)CC2.F[B-](F)(F)F.C(O)(=O)C. Product: [F:15][C:10]1[C:11]([CH3:12])=[C:2]([F:1])[C:3]([O:13][CH3:14])=[CH:4][C:5]=1[C:6]([O:8][CH3:9])=[O:7]. The catalyst class is: 10.